This data is from Reaction yield outcomes from USPTO patents with 853,638 reactions. The task is: Predict the reaction yield, written as a fraction of the theoretical maximum amount of product (1.0 means a 100% yield; for example, 0.34 means a 34% yield). (1) The reactants are [CH:1]([C:3]1[CH:8]=[CH:7][N:6]=[CH:5][CH:4]=1)=[CH2:2].[CH:9]([OH:22])([C:16]1[CH:21]=[CH:20][CH:19]=[CH:18][CH:17]=1)[C:10]1[CH:15]=[CH:14][CH:13]=[CH:12][CH:11]=1.C[O-].[Na+]. The catalyst is Cl. The product is [CH:9]([O:22][CH2:2][CH2:1][C:3]1[CH:8]=[CH:7][N:6]=[CH:5][CH:4]=1)([C:16]1[CH:17]=[CH:18][CH:19]=[CH:20][CH:21]=1)[C:10]1[CH:15]=[CH:14][CH:13]=[CH:12][CH:11]=1. The yield is 0.520. (2) The reactants are [C:1]([O:5][C:6]([N:8]1[CH2:11][CH:10](C(O)=O)[CH2:9]1)=[O:7])([CH3:4])([CH3:3])[CH3:2].C1C=CC(P(N=[N+]=[N-])(C2C=CC=CC=2)=O)=CC=1.[Cl:32][C:33]1[CH:34]=[C:35]([C:40]2[C:48]([C:49]([NH2:51])=[O:50])=[C:43]3[CH2:44][NH:45][CH2:46][CH2:47][N:42]3[N:41]=2)[CH:36]=[CH:37][C:38]=1[F:39].C[N:53]([CH:55]=[O:56])C. The catalyst is C1(C)C=CC=CC=1. The product is [C:49]([C:48]1[C:40]([C:35]2[CH:36]=[CH:37][C:38]([F:39])=[C:33]([Cl:32])[CH:34]=2)=[N:41][N:42]2[CH2:47][CH2:46][N:45]([C:55]([NH:53][CH:10]3[CH2:9][N:8]([C:6]([O:5][C:1]([CH3:2])([CH3:3])[CH3:4])=[O:7])[CH2:11]3)=[O:56])[CH2:44][C:43]=12)(=[O:50])[NH2:51]. The yield is 0.750. (3) The reactants are [N:1]12[CH2:8][CH2:7][C:4]([C:9]([C:17]3[CH:22]=[CH:21][CH:20]=[CH:19][CH:18]=3)([C:11]3[CH:16]=[CH:15][CH:14]=[CH:13][CH:12]=3)[OH:10])([CH2:5][CH2:6]1)[CH2:3][CH2:2]2.[Br:23][CH2:24][CH2:25][C:26]1[CH:31]=[CH:30][CH:29]=[CH:28][CH:27]=1. The catalyst is CC#N.C(Cl)Cl.CO.CS(C)=O. The product is [Br-:23].[OH:10][C:9]([C:17]1[CH:22]=[CH:21][CH:20]=[CH:19][CH:18]=1)([C:11]1[CH:12]=[CH:13][CH:14]=[CH:15][CH:16]=1)[C:4]12[CH2:5][CH2:6][N+:1]([CH2:24][CH2:25][C:26]3[CH:31]=[CH:30][CH:29]=[CH:28][CH:27]=3)([CH2:2][CH2:3]1)[CH2:8][CH2:7]2. The yield is 0.486. (4) The reactants are [N:1]1[C:8]([Cl:9])=[N:7][C:5]([Cl:6])=[N:4][C:2]=1Cl.[NH2:10][C:11]1[CH:12]=[C:13]([CH:17]=[C:18]([Cl:21])[C:19]=1[CH3:20])[C:14]([NH2:16])=[O:15]. The catalyst is CC(C)=O. The product is [Cl:21][C:18]1[CH:17]=[C:13]([CH:12]=[C:11]([NH:10][C:2]2[N:1]=[C:8]([Cl:9])[N:7]=[C:5]([Cl:6])[N:4]=2)[C:19]=1[CH3:20])[C:14]([NH2:16])=[O:15]. The yield is 0.870. (5) The reactants are [C:1]([O:5][C:6]([NH:8][CH2:9][CH:10]1[CH2:15][CH2:14][N:13]([CH2:16][C:17]2([C:21]([O:23]CC)=[O:22])[CH2:20][CH2:19][CH2:18]2)[CH2:12][CH2:11]1)=[O:7])([CH3:4])([CH3:3])[CH3:2].[OH-].[Na+].Cl. The catalyst is CCO. The product is [C:1]([O:5][C:6]([NH:8][CH2:9][CH:10]1[CH2:11][CH2:12][N:13]([CH2:16][C:17]2([C:21]([OH:23])=[O:22])[CH2:18][CH2:19][CH2:20]2)[CH2:14][CH2:15]1)=[O:7])([CH3:4])([CH3:2])[CH3:3]. The yield is 0.980. (6) The reactants are [Br:1][C:2]1[CH:3]=[C:4]([NH:8][C:9]2[C:14]([NH2:15])=[CH:13][CH:12]=[CH:11][N:10]=2)[CH:5]=[CH:6][CH:7]=1.[N+:16]([O-])([O-])=O.[Na+]. The catalyst is C(O)(=O)C.O.C(Cl)Cl. The product is [Br:1][C:2]1[CH:3]=[C:4]([N:8]2[C:9]3=[N:10][CH:11]=[CH:12][CH:13]=[C:14]3[N:15]=[N:16]2)[CH:5]=[CH:6][CH:7]=1. The yield is 0.730. (7) The reactants are [C:1]([O-:4])([O-])=O.[K+].[K+].Br[CH2:8][CH2:9][CH2:10][CH2:11][CH2:12][CH2:13][CH2:14][CH2:15][CH2:16][CH2:17][CH2:18][CH3:19].[OH:20][C:21]1[CH:22]=[C:23]([CH:26]=[CH:27][C:28]=1O)[CH:24]=[O:25].O. The catalyst is CN(C=O)C. The product is [CH2:8]([O:20][C:21]1[CH:22]=[C:23]([CH:26]=[CH:27][C:28]=1[O:4][CH2:1][CH2:18][CH2:17][CH2:16][CH2:15][CH2:14][CH2:13][CH2:12][CH2:11][CH2:10][CH2:9][CH3:8])[CH:24]=[O:25])[CH2:9][CH2:10][CH2:11][CH2:12][CH2:13][CH2:14][CH2:15][CH2:16][CH2:17][CH2:18][CH3:19]. The yield is 0.728. (8) The reactants are [OH:1][C:2]1[CH:3]=[C:4]([NH:8][C:9]2[N:14]=[C:13]([NH:15][C:16]3[CH:21]=[CH:20][CH:19]=[C:18]([OH:22])[CH:17]=3)[C:12]([F:23])=[CH:11][N:10]=2)[CH:5]=[CH:6][CH:7]=1.OC1C=C(C=CC=1[C:32]([O:34][CH3:35])=[O:33])N.ClC1N=C(Cl)C(F)=CN=1. No catalyst specified. The product is [OH:1][C:2]1[CH:3]=[C:4]([NH:8][C:9]2[N:14]=[C:13]([NH:15][C:16]3[CH:21]=[CH:20][C:19]([C:32]([O:34][CH3:35])=[O:33])=[C:18]([OH:22])[CH:17]=3)[C:12]([F:23])=[CH:11][N:10]=2)[CH:5]=[CH:6][C:7]=1[C:32]([O:34][CH3:35])=[O:33]. The yield is 0.410. (9) The reactants are [CH:1]1([C:4]2[C:5]([N:25]([CH2:30][CH2:31][CH2:32][C:33]([NH:35][NH:36]C(OC(C)(C)C)=O)=[O:34])[S:26]([CH3:29])(=[O:28])=[O:27])=[CH:6][C:7]3[O:11][C:10]([C:12]4[CH:17]=[CH:16][C:15]([F:18])=[CH:14][CH:13]=4)=[C:9]([C:19]4[NH:20][CH:21]=[CH:22][N:23]=4)[C:8]=3[CH:24]=2)[CH2:3][CH2:2]1.FC(F)(F)C(O)=O. The catalyst is C(Cl)Cl. The product is [CH:1]1([C:4]2[C:5]([N:25]([CH2:30][CH2:31][CH2:32][C:33]([NH:35][NH2:36])=[O:34])[S:26]([CH3:29])(=[O:28])=[O:27])=[CH:6][C:7]3[O:11][C:10]([C:12]4[CH:17]=[CH:16][C:15]([F:18])=[CH:14][CH:13]=4)=[C:9]([C:19]4[NH:20][CH:21]=[CH:22][N:23]=4)[C:8]=3[CH:24]=2)[CH2:3][CH2:2]1. The yield is 0.480.